From a dataset of Reaction yield outcomes from USPTO patents with 853,638 reactions. Predict the reaction yield, written as a fraction of the theoretical maximum amount of product (1.0 means a 100% yield; for example, 0.34 means a 34% yield). (1) The reactants are [F:1][C:2]1[CH:3]=[C:4]([CH:16]=[CH:17][C:18]=1[C:19]([F:22])([F:21])[F:20])[CH2:5][C:6]1[CH:7]=[C:8]([CH:13]=[CH:14][N:15]=1)[C:9]([O:11][CH3:12])=[O:10]. The catalyst is C(O)(=O)C.[Pt](=O)=O. The product is [F:1][C:2]1[CH:3]=[C:4]([CH:16]=[CH:17][C:18]=1[C:19]([F:22])([F:20])[F:21])[CH2:5][CH:6]1[CH2:7][CH:8]([C:9]([O:11][CH3:12])=[O:10])[CH2:13][CH2:14][NH:15]1. The yield is 1.00. (2) The reactants are Br[C:2]1[CH:10]=[CH:9][CH:8]=[C:7]2[C:3]=1[C:4]1([C:20]3=[CH:21][C:22]4[O:26][CH2:25][O:24][C:23]=4[CH:27]=[C:19]3[O:18][CH2:17]1)[C:5](=[O:16])[N:6]2[CH2:11][CH2:12][CH2:13][CH2:14][CH3:15].C(P(C(C)(C)C)C1C=CC=CC=1C1C=CC=CC=1)(C)(C)C.C([Sn]([C:62]#[N:63])(CCCC)CCCC)CCC.[C-]#N.[K+]. The catalyst is C1C=CC(/C=C/C(/C=C/C2C=CC=CC=2)=O)=CC=1.C1C=CC(/C=C/C(/C=C/C2C=CC=CC=2)=O)=CC=1.C1C=CC(/C=C/C(/C=C/C2C=CC=CC=2)=O)=CC=1.[Pd].[Pd]. The product is [O:16]=[C:5]1[C:4]2([C:20]3=[CH:21][C:22]4[O:26][CH2:25][O:24][C:23]=4[CH:27]=[C:19]3[O:18][CH2:17]2)[C:3]2[C:2]([C:62]#[N:63])=[CH:10][CH:9]=[CH:8][C:7]=2[N:6]1[CH2:11][CH2:12][CH2:13][CH2:14][CH3:15]. The yield is 0.330. (3) The reactants are [Li+].CC(O[Al-](OC(C)(C)C)OC(C)(C)C)(C)C.[C:18]1([C:27](OCC)=[O:28])([C:22]([O:24][CH2:25][CH3:26])=[O:23])[CH2:21][CH2:20][CH2:19]1.OS([O-])(=O)=O.[K+]. The catalyst is C1COCC1.C(OCC)(=O)C. The product is [CH2:25]([O:24][C:22]([C:18]1([CH2:27][OH:28])[CH2:21][CH2:20][CH2:19]1)=[O:23])[CH3:26]. The yield is 0.630. (4) The reactants are [N+:1]([C:4]1[CH:5]=[C:6]2[C:10](=[CH:11][CH:12]=1)[NH:9][CH:8]=[C:7]2[CH:13]=O)([O-:3])=[O:2].[Cl:15][C:16]1[CH:21]=[CH:20][C:19]([CH2:22][S:23]([CH2:26][C:27]#[N:28])(=[O:25])=[O:24])=[CH:18][CH:17]=1. No catalyst specified. The product is [Cl:15][C:16]1[CH:17]=[CH:18][C:19]([CH2:22][S:23]([C:26](=[CH:13][C:7]2[C:6]3[C:10](=[CH:11][CH:12]=[C:4]([N+:1]([O-:3])=[O:2])[CH:5]=3)[NH:9][CH:8]=2)[C:27]#[N:28])(=[O:24])=[O:25])=[CH:20][CH:21]=1. The yield is 0.830.